Dataset: Full USPTO retrosynthesis dataset with 1.9M reactions from patents (1976-2016). Task: Predict the reactants needed to synthesize the given product. (1) Given the product [Cl:23][C:4]1[CH:5]=[C:6]([NH:8][C:9]2[N:13]=[CH:12][NH:11][N:10]=2)[CH:7]=[C:2]([Cl:1])[N:3]=1, predict the reactants needed to synthesize it. The reactants are: [Cl:1][C:2]1[CH:7]=[C:6]([NH:8][C:9]2[N:13]=[CH:12][N:11](CC3C=CC(OC)=CC=3)[N:10]=2)[CH:5]=[C:4]([Cl:23])[N:3]=1.C(O)(C(F)(F)F)=O. (2) Given the product [OH:26][C:25]1[N:12]([C:9]2[CH:8]=[CH:7][C:6]([S:3]([CH3:2])(=[O:5])=[O:4])=[CH:11][CH:10]=2)[N:13]=[C:23]([C:20]2[CH:21]=[CH:22][C:17]([C:16]([O:15][CH3:14])=[O:30])=[CH:18][CH:19]=2)[CH:24]=1, predict the reactants needed to synthesize it. The reactants are: Cl.[CH3:2][S:3]([C:6]1[CH:11]=[CH:10][C:9]([NH:12][NH2:13])=[CH:8][CH:7]=1)(=[O:5])=[O:4].[CH3:14][O:15][C:16](=[O:30])[C:17]1[CH:22]=[CH:21][C:20]([C:23](=O)[CH2:24][C:25](OC)=[O:26])=[CH:19][CH:18]=1. (3) Given the product [OH:1][C:2]1[C:7]([CH:8]([CH3:9])[CH3:10])=[N:6][N:5]([CH2:11][C:12]2[CH:13]=[CH:14][CH:15]=[CH:16][CH:17]=2)[C:4](=[O:18])[C:3]=1[C:19]([NH:38][CH2:26][C:27]([OH:29])=[O:28])=[O:21], predict the reactants needed to synthesize it. The reactants are: [OH:1][C:2]1[C:7]([CH:8]([CH3:10])[CH3:9])=[N:6][N:5]([CH2:11][C:12]2[CH:17]=[CH:16][CH:15]=[CH:14][CH:13]=2)[C:4](=[O:18])[C:3]=1[C:19]([O:21]CC)=O.CC(C)[C:26](=O)[C:27]([O:29]CC)=[O:28].C(O)(=O)C.[N:38]12CCCC=C1CCCCN2.Cl. (4) Given the product [CH3:39][C:40]1[CH:49]=[C:48]([CH3:50])[C:47]([C:19]2[NH:23][C:22]([CH:24]3[CH2:29][CH2:28][O:27][CH2:26][CH2:25]3)=[N:21][C:20]=2[CH3:30])=[CH:46][C:41]=1[C:42]([OH:44])=[O:43], predict the reactants needed to synthesize it. The reactants are: CC1NC(C2C=C(C=CC=2C)C(O)=O)=C(C)N=1.I[C:19]1[NH:23][C:22]([CH:24]2[CH2:29][CH2:28][O:27][CH2:26][CH2:25]2)=[N:21][C:20]=1[CH3:30].IC1NC(C)=NC=1C.[CH3:39][C:40]1[CH:49]=[C:48]([CH3:50])[C:47](B2OC(C)(C)C(C)(C)O2)=[CH:46][C:41]=1[C:42]([O:44]C)=[O:43].CC1C=CC(C(OC)=O)=CC=1B1OC(C)(C)C(C)(C)O1. (5) Given the product [CH2:1]([N:3]1[C:7]([CH2:8][OH:9])=[CH:6][CH:5]=[N:4]1)[CH3:2], predict the reactants needed to synthesize it. The reactants are: [CH2:1]([N:3]1[C:7]([C:8](O)=[O:9])=[CH:6][CH:5]=[N:4]1)[CH3:2].[H-].[H-].[H-].[H-].[Li+].[Al+3]. (6) The reactants are: [CH3:1][O:2][C:3](=[O:7])[CH2:4][NH:5][CH3:6].COC(=O)[C@H](CC1N=CNC=1)NCC1C=CC=CC=1.F[P-](F)(F)(F)(F)F.N1(O[P+](N(C)C)(N(C)C)N(C)C)C2C=CC=CC=2N=N1.CN1CCOCC1.CN(C=O)C.[C:66]1([CH3:81])[CH:71]=[CH:70][C:69]([S:72](N(CC(O)=O)C)(=[O:74])=[O:73])=[CH:68][CH:67]=1. Given the product [CH3:1][O:2][C:3](=[O:7])[CH2:4][N:5]([S:72]([C:69]1[CH:70]=[CH:71][C:66]([CH3:81])=[CH:67][CH:68]=1)(=[O:74])=[O:73])[CH3:6], predict the reactants needed to synthesize it. (7) Given the product [C:1]([O:5][C:6](=[O:7])[C:8]([CH3:9])([O:10][C:11]1[CH:16]=[CH:15][C:14]([CH2:17][CH2:18][CH2:19][C:20](=[O:21])[NH:38][C:35]2[CH:36]=[CH:37][C:32]([C:28]3[CH:29]=[CH:30][CH:31]=[C:26]([C:25]([F:39])([F:40])[F:24])[CH:27]=3)=[CH:33][CH:34]=2)=[CH:13][CH:12]=1)[CH3:23])([CH3:3])([CH3:2])[CH3:4], predict the reactants needed to synthesize it. The reactants are: [C:1]([O:5][C:6]([C:8]([CH3:23])([O:10][C:11]1[CH:16]=[CH:15][C:14]([CH2:17][CH2:18][CH2:19][C:20](O)=[O:21])=[CH:13][CH:12]=1)[CH3:9])=[O:7])([CH3:4])([CH3:3])[CH3:2].[F:24][C:25]([F:40])([F:39])[C:26]1[CH:27]=[C:28]([C:32]2[CH:37]=[CH:36][C:35]([NH2:38])=[CH:34][CH:33]=2)[CH:29]=[CH:30][CH:31]=1. (8) Given the product [CH2:1]([N:8]1[CH2:13][CH2:12][N:11]([CH2:15][CH2:16][NH:17][C:18]([NH:20][C:21]2[C:30]3[C:25](=[CH:26][CH:27]=[CH:28][CH:29]=3)[N:24]=[CH:23][CH:22]=2)=[O:19])[CH2:10][CH2:9]1)[C:2]1[CH:3]=[CH:4][CH:5]=[CH:6][CH:7]=1, predict the reactants needed to synthesize it. The reactants are: [CH2:1]([N:8]1[CH2:13][CH2:12][NH:11][CH2:10][CH2:9]1)[C:2]1[CH:7]=[CH:6][CH:5]=[CH:4][CH:3]=1.Cl[CH2:15][CH2:16][NH:17][C:18]([NH:20][C:21]1[C:30]2[C:25](=[CH:26][CH:27]=[CH:28][CH:29]=2)[N:24]=[CH:23][CH:22]=1)=[O:19].C([O-])(O)=O.[Na+].[Na+].[I-]. (9) Given the product [OH:35][CH2:34][CH2:33][N:26]1[CH2:32][CH2:31][CH2:30][N:29]([CH:2]=[O:1])[CH2:28][CH2:27]1, predict the reactants needed to synthesize it. The reactants are: [O:1]1C2C=CC=CC=2C=[C:2]1C1C=CC=CC=1C1N(C)N=C(C(O)=O)C=1C.[N:26]1([CH2:33][CH2:34][OH:35])[CH2:32][CH2:31][CH2:30][NH:29][CH2:28][CH2:27]1.C1CCC(N=C=NC2CCCCC2)CC1.